Dataset: Forward reaction prediction with 1.9M reactions from USPTO patents (1976-2016). Task: Predict the product of the given reaction. Given the reactants P(Cl)(OCC)(OCC)=O.[CH3:10][CH:11]([C:14]1[C:23]2[O:22][CH2:21][C:20](=O)[NH:19][C:18]=2[CH:17]=[CH:16][CH:15]=1)[CH:12]=[CH2:13].CC(C)([O-])C.[K+].[N+:31]([CH2:33][C:34]([O:36][CH2:37][CH3:38])=[O:35])#[C-:32], predict the reaction product. The product is: [CH3:10][CH:11]([C:14]1[C:23]2[O:22][CH2:21][C:20]3=[C:33]([C:34]([O:36][CH2:37][CH3:38])=[O:35])[N:31]=[CH:32][N:19]3[C:18]=2[CH:17]=[CH:16][CH:15]=1)[CH:12]=[CH2:13].